From a dataset of Full USPTO retrosynthesis dataset with 1.9M reactions from patents (1976-2016). Predict the reactants needed to synthesize the given product. (1) The reactants are: C([BH3-])#N.[Na+].C(OC([N:12]1[CH2:17][CH2:16][C:15](=O)[CH:14]([CH2:19][CH3:20])[CH2:13]1)=O)(C)(C)C.Cl.[CH3:22][NH:23][CH3:24].[OH-].[K+]. Given the product [CH3:22][N:23]([CH3:24])[CH:15]1[CH2:16][CH2:17][NH:12][CH2:13][CH:14]1[CH2:19][CH3:20], predict the reactants needed to synthesize it. (2) Given the product [Br:1][C:2]1[CH:3]=[CH:4][C:5]([CH3:16])=[C:6]([C:8]2[N:9]=[C:10]([NH2:15])[N:11]=[C:12]([NH:24][C:21]3[CH:22]=[CH:23][C:18]([Br:17])=[CH:19][CH:20]=3)[CH:13]=2)[CH:7]=1, predict the reactants needed to synthesize it. The reactants are: [Br:1][C:2]1[CH:3]=[CH:4][C:5]([CH3:16])=[C:6]([C:8]2[CH:13]=[C:12](Cl)[N:11]=[C:10]([NH2:15])[N:9]=2)[CH:7]=1.[Br:17][C:18]1[CH:23]=[CH:22][C:21]([NH2:24])=[CH:20][CH:19]=1. (3) The reactants are: [Cl:1][C:2]1[C:7]([C:8]([O:10][CH2:11][CH3:12])=[O:9])=[CH:6][CH:5]=[C:4](Cl)[N:3]=1.[C:14]([CH:16]1[CH2:18][CH2:17]1)#[CH:15]. Given the product [Cl:1][C:2]1[C:7]([C:8]([O:10][CH2:11][CH3:12])=[O:9])=[CH:6][CH:5]=[C:4]([C:15]#[C:14][CH:16]2[CH2:18][CH2:17]2)[N:3]=1, predict the reactants needed to synthesize it. (4) Given the product [CH3:64][C:49]1[CH:48]=[CH:47][C:46]([C:44]2[N:43]=[C:30]([CH:28]3[CH2:27][C:26](=[O:25])[CH2:29]3)[O:32][N:45]=2)=[CH:51][C:50]=1[NH:52][C:53]([C:55]1[N:59]2[CH:60]=[CH:61][CH:62]=[CH:63][C:58]2=[N:57][CH:56]=1)=[O:54], predict the reactants needed to synthesize it. The reactants are: CN(C(ON1N=NC2C=CC=NC1=2)=[N+](C)C)C.F[P-](F)(F)(F)(F)F.[O:25]=[C:26]1[CH2:29][CH:28]([C:30]([OH:32])=O)[CH2:27]1.N(CC)(CCC)CCC.O[N:43]=[C:44]([C:46]1[CH:47]=[CH:48][C:49]([CH3:64])=[C:50]([NH:52][C:53]([C:55]2[N:59]3[CH:60]=[CH:61][CH:62]=[CH:63][C:58]3=[N:57][CH:56]=2)=[O:54])[CH:51]=1)[NH2:45]. (5) Given the product [Cl:1][C:2]1[CH:3]=[C:4]([C:9]2[CH:14]=[C:13]([CH3:15])[N:12]=[C:11]([N:16]3[CH:20]=[C:19]([Sn:33]([CH2:34][CH2:35][CH2:36][CH3:37])([CH2:38][CH2:39][CH2:40][CH3:41])[CH2:29][CH2:30][CH2:31][CH3:32])[N:18]=[CH:17]3)[N:10]=2)[CH:5]=[CH:6][C:7]=1[Cl:8], predict the reactants needed to synthesize it. The reactants are: [Cl:1][C:2]1[CH:3]=[C:4]([C:9]2[CH:14]=[C:13]([CH3:15])[N:12]=[C:11]([N:16]3[CH:20]=[C:19](I)[N:18]=[CH:17]3)[N:10]=2)[CH:5]=[CH:6][C:7]=1[Cl:8].[Cl-].[Li+].C([Mg]Cl)(C)C.[CH2:29]([Sn:33](Cl)([CH2:38][CH2:39][CH2:40][CH3:41])[CH2:34][CH2:35][CH2:36][CH3:37])[CH2:30][CH2:31][CH3:32].[Cl-].[NH4+]. (6) Given the product [CH3:11][N:10]([CH2:9][C:4]1[CH:3]=[CH:2][CH:55]=[CH:56][C:51]=1[CH2:50][N:49]1[C:48]2[CH:58]=[CH:59][CH:60]=[CH:61][C:47]=2[N:46]=[C:45]1[CH2:44][N:33]([CH3:32])[CH:34]1[C:43]2[N:42]=[CH:41][CH:40]=[CH:39][C:38]=2[CH2:37][CH2:36][CH2:35]1)[CH3:14], predict the reactants needed to synthesize it. The reactants are: N[CH2:2][C:3]1C=CC=C[C:4]=1[CH2:9][N:10]1[C:14]2C=CC=CC=2N=[C:11]1CN(C)C1C2N=CC=CC=2CCC1.[CH3:32][N:33]([CH2:44][C:45]1[N:49]([CH2:50][CH:51]2[CH2:56][CH2:55]CN(C)C2)[C:48]2[CH:58]=[CH:59][CH:60]=[CH:61][C:47]=2[N:46]=1)[CH:34]1[C:43]2[N:42]=[CH:41][CH:40]=[CH:39][C:38]=2[CH2:37][CH2:36][CH2:35]1. (7) Given the product [CH3:9][CH:8]([CH3:10])[CH2:7][CH2:6][CH:5]([N:11]1[CH2:16][CH2:15][C@@H:14]([CH2:17][C:18]([O:20][CH3:21])=[O:19])[CH2:13][C@H:12]1[C:22]1[CH:27]=[CH:26][C:25]([C:28]([F:31])([F:29])[F:30])=[CH:24][CH:23]=1)[CH2:4][CH2:3][CH:2]([CH3:1])[CH3:32], predict the reactants needed to synthesize it. The reactants are: [CH3:1][C:2](=[CH2:32])[C:3]#[C:4][C@@H:5]([N:11]1[CH2:16][CH2:15][C@@H:14]([CH2:17][C:18]([O:20][CH3:21])=[O:19])[CH2:13][C@H:12]1[C:22]1[CH:27]=[CH:26][C:25]([C:28]([F:31])([F:30])[F:29])=[CH:24][CH:23]=1)[CH2:6][CH2:7][CH:8]([CH3:10])[CH3:9].